This data is from Forward reaction prediction with 1.9M reactions from USPTO patents (1976-2016). The task is: Predict the product of the given reaction. (1) Given the reactants [C:1]([NH:6][C:7]1[N:8]=[C:9]([O:34][C:35](=[O:49])[N:36]([C:43]2[CH:48]=[CH:47][CH:46]=[CH:45][CH:44]=2)[C:37]2[CH:42]=[CH:41][CH:40]=[CH:39][CH:38]=2)[C:10]2[N:11]=[CH:12][N:13]([C:32]=2[N:33]=1)[C@@H:14]1[O:31][C@H:21]([CH2:22][O:23][Si](C(C)(C)C)(C)C)[C@@H:16]([O:17][CH2:18]SC)[CH2:15]1)(=[O:5])[CH:2]([CH3:4])[CH3:3].C1CCCCC=1.[N-:56]=[N+:57]=[N-:58].[Na+].[NH4+].[F-], predict the reaction product. The product is: [C:1]([NH:6][C:7]1[N:8]=[C:9]([O:34][C:35](=[O:49])[N:36]([C:37]2[CH:42]=[CH:41][CH:40]=[CH:39][CH:38]=2)[C:43]2[CH:44]=[CH:45][CH:46]=[CH:47][CH:48]=2)[C:10]2[N:11]=[CH:12][N:13]([C:32]=2[N:33]=1)[C@@H:14]1[O:31][C@H:21]([CH2:22][OH:23])[C@@H:16]([O:17][CH2:18][N:56]=[N+:57]=[N-:58])[CH2:15]1)(=[O:5])[CH:2]([CH3:4])[CH3:3]. (2) Given the reactants [C:1]([N:3]=[C:4]([NH2:16])[NH:5][C:6]1[CH:7]=[C:8]2[C:12](=[C:13]([I:15])[CH:14]=1)[NH:11][CH:10]=[CH:9]2)#[N:2], predict the reaction product. The product is: [I:15][C:13]1[C:12]2[NH:11][CH:10]=[CH:9][C:8]=2[C:7]2[C:6]([CH:14]=1)=[N:5][C:4]([NH2:16])=[N:3][C:1]=2[NH2:2]. (3) The product is: [NH3:5].[CH2:25]([N:5]1[CH2:6][CH:7]2[CH:3]([C:2]2([C:8]2[CH:9]=[C:10]([NH:14][S:15]([CH3:18])(=[O:17])=[O:16])[CH:11]=[CH:12][CH:13]=2)[CH3:1])[CH2:4]1)/[CH:26]=[CH:27]/[CH2:28][CH2:29][CH3:30]. Given the reactants [CH3:1][C:2]1([C:8]2[CH:9]=[C:10]([NH:14][S:15]([CH3:18])(=[O:17])=[O:16])[CH:11]=[CH:12][CH:13]=2)[CH:7]2[CH:3]1[CH2:4][NH:5][CH2:6]2.C(=O)([O-])O.[Na+].Br[CH2:25][C:26]#[C:27][CH2:28][CH2:29][CH3:30].C(OCC)C, predict the reaction product. (4) Given the reactants [Cl:1][C:2]1[CH:7]=[CH:6][C:5]([CH2:8][C:9](O)=O)=[CH:4][CH:3]=1.[Cl:12][C:13]1[CH:14]=[C:15]([NH2:19])[CH:16]=[CH:17][CH:18]=1, predict the reaction product. The product is: [Cl:12][C:13]1[CH:14]=[C:15]([NH:19][CH2:9][CH2:8][C:5]2[CH:6]=[CH:7][C:2]([Cl:1])=[CH:3][CH:4]=2)[CH:16]=[CH:17][CH:18]=1. (5) The product is: [N:17]1([C:15]2[CH:14]=[C:13]([NH:21][C:22]3[NH:23][N:24]=[C:25]([CH3:27])[CH:26]=3)[N:12]=[C:11]([S:10][C:7]3[CH:8]=[CH:9][C:4]([C:3]([OH:28])=[O:2])=[CH:5][CH:6]=3)[N:16]=2)[CH2:18][CH2:19][CH2:20]1. Given the reactants C[O:2][C:3](=[O:28])[C:4]1[CH:9]=[CH:8][C:7]([S:10][C:11]2[N:16]=[C:15]([N:17]3[CH2:20][CH2:19][CH2:18]3)[CH:14]=[C:13]([NH:21][C:22]3[NH:23][N:24]=[C:25]([CH3:27])[CH:26]=3)[N:12]=2)=[CH:6][CH:5]=1.[OH-].[Na+].O1CCCC1, predict the reaction product. (6) Given the reactants C(OC([N:8]1[CH2:11][CH:10]([O:12][C:13]2[CH:18]=[C:17]([F:19])[C:16]([C@@H:20]3[C:32]4[NH:31][C:30]5[C:25](=[CH:26][CH:27]=[CH:28][CH:29]=5)[C:24]=4[CH2:23][C@@H:22]([CH3:33])[N:21]3[CH2:34][C:35]([F:38])([CH3:37])[CH3:36])=[C:15]([F:39])[CH:14]=2)[CH2:9]1)=O)(C)(C)C.C(O)(C(F)(F)F)=O, predict the reaction product. The product is: [NH:8]1[CH2:11][CH:10]([O:12][C:13]2[CH:14]=[C:15]([F:39])[C:16]([C@@H:20]3[C:32]4[NH:31][C:30]5[C:25](=[CH:26][CH:27]=[CH:28][CH:29]=5)[C:24]=4[CH2:23][C@@H:22]([CH3:33])[N:21]3[CH2:34][C:35]([F:38])([CH3:36])[CH3:37])=[C:17]([F:19])[CH:18]=2)[CH2:9]1. (7) Given the reactants [CH3:1][C:2]1[C:6]([C:7]2[C:12]([C:13]#[N:14])=[CH:11][C:10]([CH2:15][CH2:16][CH3:17])=[CH:9][C:8]=2[C:18]2[CH:23]=[CH:22][C:21]([OH:24])=[C:20]([F:25])[CH:19]=2)=[C:5]([CH3:26])[O:4][N:3]=1.[NH2:27][OH:28], predict the reaction product. The product is: [CH3:1][C:2]1[C:6]([C:7]2[C:12]([C:13](=[N:27][OH:28])[NH2:14])=[CH:11][C:10]([CH2:15][CH2:16][CH3:17])=[CH:9][C:8]=2[C:18]2[CH:23]=[CH:22][C:21]([OH:24])=[C:20]([F:25])[CH:19]=2)=[C:5]([CH3:26])[O:4][N:3]=1. (8) Given the reactants C1(P(C2C=CC=CC=2)C2C=CC=CC=2)C=CC=CC=1.CCOC(/N=N/C(OCC)=O)=O.[F:32][CH:33]1[CH2:38][CH2:37][N:36]([C:39]([O:41][CH2:42][C:43]2[CH:48]=[CH:47][CH:46]=[CH:45][CH:44]=2)=[O:40])[CH2:35][CH:34]1O.[C:50]1(=[O:60])[NH:54][C:53](=[O:55])[C:52]2=[CH:56][CH:57]=[CH:58][CH:59]=[C:51]12, predict the reaction product. The product is: [O:55]=[C:53]1[C:52]2[C:51](=[CH:59][CH:58]=[CH:57][CH:56]=2)[C:50](=[O:60])[N:54]1[CH:34]1[CH:33]([F:32])[CH2:38][CH2:37][N:36]([C:39]([O:41][CH2:42][C:43]2[CH:48]=[CH:47][CH:46]=[CH:45][CH:44]=2)=[O:40])[CH2:35]1. (9) Given the reactants [Li]CCCC.C(=O)=O.CC(C)=O.Br[C:14]1[CH:19]=[CH:18][CH:17]=[C:16]([Br:20])[N:15]=1.[CH3:21][C:22]([Si:25]([CH3:31])([CH3:30])[O:26][CH2:27][CH:28]=[O:29])([CH3:24])[CH3:23].CC(O)=O, predict the reaction product. The product is: [Br:20][C:16]1[N:15]=[C:14]([CH:28]([OH:29])[CH2:27][O:26][Si:25]([C:22]([CH3:23])([CH3:21])[CH3:24])([CH3:30])[CH3:31])[CH:19]=[CH:18][CH:17]=1. (10) Given the reactants [N+:1]([C:4]1[C:5]([NH2:19])=[N:6][CH:7]=[C:8](B2OC(C)(C)C(C)(C)O2)[CH:9]=1)([O-:3])=[O:2].[CH3:20][O:21][C:22]1[CH:23]=[C:24]2[C:29](=[CH:30][C:31]=1[O:32][CH3:33])[N:28]=[CH:27][CH:26]=[C:25]2[N:34]1[CH2:40][C:39]2[CH:41]=[C:42](Br)[CH:43]=[CH:44][C:38]=2[O:37][CH2:36][CH2:35]1.ClCCl.C(=O)([O-])[O-].[Cs+].[Cs+], predict the reaction product. The product is: [CH3:20][O:21][C:22]1[CH:23]=[C:24]2[C:29](=[CH:30][C:31]=1[O:32][CH3:33])[N:28]=[CH:27][CH:26]=[C:25]2[N:34]1[CH2:40][C:39]2[CH:41]=[C:42]([C:8]3[CH:9]=[C:4]([N+:1]([O-:3])=[O:2])[C:5]([NH2:19])=[N:6][CH:7]=3)[CH:43]=[CH:44][C:38]=2[O:37][CH2:36][CH2:35]1.